Dataset: NCI-60 drug combinations with 297,098 pairs across 59 cell lines. Task: Regression. Given two drug SMILES strings and cell line genomic features, predict the synergy score measuring deviation from expected non-interaction effect. (1) Drug 1: CC1C(C(CC(O1)OC2CC(CC3=C2C(=C4C(=C3O)C(=O)C5=C(C4=O)C(=CC=C5)OC)O)(C(=O)C)O)N)O.Cl. Drug 2: COC1=C2C(=CC3=C1OC=C3)C=CC(=O)O2. Cell line: MOLT-4. Synergy scores: CSS=61.3, Synergy_ZIP=9.97, Synergy_Bliss=11.6, Synergy_Loewe=-40.8, Synergy_HSA=10.6. (2) Drug 2: CCN(CC)CCCC(C)NC1=C2C=C(C=CC2=NC3=C1C=CC(=C3)Cl)OC. Synergy scores: CSS=19.8, Synergy_ZIP=-2.38, Synergy_Bliss=2.04, Synergy_Loewe=-3.57, Synergy_HSA=-0.587. Drug 1: CC1CCC2CC(C(=CC=CC=CC(CC(C(=O)C(C(C(=CC(C(=O)CC(OC(=O)C3CCCCN3C(=O)C(=O)C1(O2)O)C(C)CC4CCC(C(C4)OC)OCCO)C)C)O)OC)C)C)C)OC. Cell line: SF-268.